From a dataset of Reaction yield outcomes from USPTO patents with 853,638 reactions. Predict the reaction yield, written as a fraction of the theoretical maximum amount of product (1.0 means a 100% yield; for example, 0.34 means a 34% yield). (1) The reactants are [O:1]1CCO[CH:2]1[C:6]1[C:7]([O:20][CH3:21])=[CH:8][C:9]([O:18][CH3:19])=[C:10]([C:12]2[CH:17]=[N:16][CH:15]=[CH:14][N:13]=2)[CH:11]=1.C1(C)C=CC(S(O)(=O)=O)=CC=1.O. The catalyst is CC(C)=O. The product is [CH3:21][O:20][C:7]1[CH:8]=[C:9]([O:18][CH3:19])[C:10]([C:12]2[CH:17]=[N:16][CH:15]=[CH:14][N:13]=2)=[CH:11][C:6]=1[CH:2]=[O:1]. The yield is 0.180. (2) The reactants are [CH2:1]([C:8]1[C:17]2[C:12](=[CH:13][CH:14]=[CH:15][CH:16]=2)[C:11](Cl)=[N:10][N:9]=1)[C:2]1[CH:7]=[CH:6][CH:5]=[CH:4][CH:3]=1.[CH3:19][N:20]1[C:24]([C:25]2[CH:26]=[C:27]([CH:29]=[CH:30][CH:31]=2)[NH2:28])=[CH:23][N:22]=[C:21]1[CH3:32]. The catalyst is N1C=CC=CC=1. The product is [CH2:1]([C:8]1[C:17]2[C:12](=[CH:13][CH:14]=[CH:15][CH:16]=2)[C:11]([NH:28][C:27]2[CH:29]=[CH:30][CH:31]=[C:25]([C:24]3[N:20]([CH3:19])[C:21]([CH3:32])=[N:22][CH:23]=3)[CH:26]=2)=[N:10][N:9]=1)[C:2]1[CH:7]=[CH:6][CH:5]=[CH:4][CH:3]=1. The yield is 0.603. (3) The reactants are [CH2:1]([O:3][C:4]([C:6]1[CH:7]=[N:8][N:9]([C:11](=[N:18][C:19]2[CH:24]=[CH:23][C:22]([Br:25])=[CH:21][CH:20]=2)[NH:12][C:13](OCC)=[O:14])[CH:10]=1)=[O:5])[CH3:2].ClCCCl. The catalyst is [Ti](Cl)(Cl)(Cl)Cl.C(Cl)Cl. The product is [CH2:1]([O:3][C:4]([C:6]1[CH:7]=[N:8][N:9]([C:11]2[NH:12][C:13](=[O:14])[C:24]3[C:19](=[CH:20][CH:21]=[C:22]([Br:25])[CH:23]=3)[N:18]=2)[CH:10]=1)=[O:5])[CH3:2]. The yield is 0.640. (4) The product is [F:1][C:2]([F:7])([F:6])[C:3]([OH:5])=[O:4].[F:8][C:9]([F:14])([F:13])[C:10]([OH:12])=[O:11].[Cl:22][C:23]1[CH:24]=[N:25][C:26]2[NH:27][C:28]3[CH:29]=[N:30][CH:31]=[C:32]([CH:54]=3)[CH2:33][CH2:34][C:35]3[CH:43]=[C:39]([NH:40][C:41]=1[N:42]=2)[CH:38]=[CH:37][C:36]=3[NH:44][C:45](=[O:53])[CH2:46][CH:47]1[CH2:52][CH2:51][N:50]([C:55](=[O:59])[CH:56]([CH3:58])[CH3:57])[CH2:49][CH2:48]1. No catalyst specified. The reactants are [F:1][C:2]([F:7])([F:6])[C:3]([OH:5])=[O:4].[F:8][C:9]([F:14])([F:13])[C:10]([OH:12])=[O:11].FC(F)(F)C(O)=O.[Cl:22][C:23]1[CH:24]=[N:25][C:26]2[NH:27][C:28]3[CH:29]=[N:30][CH:31]=[C:32]([CH:54]=3)[CH2:33][CH2:34][C:35]3[CH:43]=[C:39]([NH:40][C:41]=1[N:42]=2)[CH:38]=[CH:37][C:36]=3[NH:44][C:45](=[O:53])[CH2:46][CH:47]1[CH2:52][CH2:51][NH:50][CH2:49][CH2:48]1.[C:55](Cl)(=[O:59])[CH:56]([CH3:58])[CH3:57]. The yield is 0.320. (5) The reactants are [Br:1][C:2]1[CH:3]=[CH:4][C:5]([Cl:16])=[C:6]([CH:15]=1)[CH2:7][C:8]1[CH:13]=[CH:12][C:11]([OH:14])=[CH:10][CH:9]=1.C([O-])([O-])=O.[Cs+].[Cs+].[CH2:23](Br)[CH:24]=[CH2:25]. The catalyst is CN(C=O)C.C(OCC)(=O)C. The product is [CH2:25]([O:14][C:11]1[CH:12]=[CH:13][C:8]([CH2:7][C:6]2[CH:15]=[C:2]([Br:1])[CH:3]=[CH:4][C:5]=2[Cl:16])=[CH:9][CH:10]=1)[CH:24]=[CH2:23]. The yield is 0.896. (6) The reactants are F[C:2]1[CH:9]=[CH:8][C:7]([N+:10]([O-:12])=[O:11])=[CH:6][C:3]=1[CH:4]=[O:5].[C:13]1([OH:19])[CH:18]=[CH:17][CH:16]=[CH:15][CH:14]=1.C([O-])([O-])=O.[K+].[K+]. The catalyst is O1CCOCC1.C(OCC)(=O)C. The product is [N+:10]([C:7]1[CH:8]=[CH:9][C:2]([O:19][C:13]2[CH:18]=[CH:17][CH:16]=[CH:15][CH:14]=2)=[C:3]([CH:6]=1)[CH:4]=[O:5])([O-:12])=[O:11]. The yield is 0.990.